This data is from Catalyst prediction with 721,799 reactions and 888 catalyst types from USPTO. The task is: Predict which catalyst facilitates the given reaction. (1) Reactant: Cl[C:2]1[CH:11]=[C:10]([NH:12][C:13]2[CH:18]=[CH:17][C:16]([C:19]([F:22])([F:21])[F:20])=[CH:15][N:14]=2)[C:9]2[C:4](=[N:5][C:6](C3C(C(F)(F)F)=CC=CN=3)=[CH:7][CH:8]=2)[N:3]=1.C([O-])=O.[NH4+:36]. Product: [F:20][C:19]([F:22])([F:21])[C:16]1[C:15]([C:2]2[CH:11]=[C:10]([NH:12][C:13]3[CH:18]=[CH:17][C:16]([C:19]([F:21])([F:20])[F:22])=[CH:15][N:14]=3)[C:9]3[C:4](=[N:5][CH:6]=[CH:7][CH:8]=3)[N:3]=2)=[N:36][CH:13]=[CH:18][CH:17]=1. The catalyst class is: 43. (2) Reactant: [O:1]=[C:2]1[N:6]([CH2:7][CH2:8][CH2:9][CH2:10][NH:11]C(=O)OC(C)(C)C)[C:5](=[O:19])[NH:4][NH:3]1.[ClH:20].O1CCOCC1. Product: [ClH:20].[NH2:11][CH2:10][CH2:9][CH2:8][CH2:7][N:6]1[C:2](=[O:1])[NH:3][NH:4][C:5]1=[O:19]. The catalyst class is: 2. (3) Reactant: [C:1]([O:5][C:6]([N:8]([CH2:21][CH2:22][N:23]([C:30]([O:32][C:33]([CH3:36])([CH3:35])[CH3:34])=[O:31])[C:24]1[CH:29]=[CH:28][CH:27]=[CH:26][N:25]=1)[CH:9]1[CH2:14][CH2:13][CH:12]([CH2:15][C:16]([O:18]CC)=[O:17])[CH2:11][CH2:10]1)=[O:7])([CH3:4])([CH3:3])[CH3:2].CO.O.[OH-].[Li+].Cl. Product: [C:1]([O:5][C:6]([N:8]([CH2:21][CH2:22][N:23]([C:30]([O:32][C:33]([CH3:36])([CH3:35])[CH3:34])=[O:31])[C:24]1[CH:29]=[CH:28][CH:27]=[CH:26][N:25]=1)[CH:9]1[CH2:10][CH2:11][CH:12]([CH2:15][C:16]([OH:18])=[O:17])[CH2:13][CH2:14]1)=[O:7])([CH3:3])([CH3:4])[CH3:2]. The catalyst class is: 20.